Dataset: hERG potassium channel inhibition data for cardiac toxicity prediction from Karim et al.. Task: Regression/Classification. Given a drug SMILES string, predict its toxicity properties. Task type varies by dataset: regression for continuous values (e.g., LD50, hERG inhibition percentage) or binary classification for toxic/non-toxic outcomes (e.g., AMES mutagenicity, cardiotoxicity, hepatotoxicity). Dataset: herg_karim. (1) The molecule is CN1CCN(Cc2ccc3c(c2)Cc2c(-c4csc(C#CCNC(=O)c5ccccc5)c4)n[nH]c2-3)CC1. The result is 1 (blocker). (2) The drug is Clc1ccc(C2CC=CCNC2)cc1Cl. The result is 0 (non-blocker). (3) The molecule is C[C@H]1Oc2ccc(-c3cncnc3)cc2[C@@]2(COC(N)=N2)C12COC2. The result is 0 (non-blocker). (4) The compound is O=c1cc(NC2CCN(Cc3ccc4c(c3)OCO4)CC2)c2cc(Cl)ccc2n1Cc1ccccc1. The result is 1 (blocker). (5) The molecule is Cc1ccc2c(N3CCN(CCc4cccc5c4OCc4c(C)nnn4-5)CC3)cccc2n1. The result is 1 (blocker).